From a dataset of Reaction yield outcomes from USPTO patents with 853,638 reactions. Predict the reaction yield, written as a fraction of the theoretical maximum amount of product (1.0 means a 100% yield; for example, 0.34 means a 34% yield). (1) The reactants are [Cl:1][C:2]1[C:3]([NH:24][C:25]2[CH:33]=[CH:32][CH:31]=[CH:30][C:26]=2[C:27]([OH:29])=[O:28])=[N:4][C:5]([NH:8][C:9]2[CH:23]=[CH:22][C:12]3[CH2:13][CH2:14][N:15]([CH2:18][CH2:19][O:20][CH3:21])[CH2:16][CH2:17][C:11]=3[CH:10]=2)=[N:6][CH:7]=1.[C:34]1(C)C=CC=CC=1.CO.C[Si](C=[N+]=[N-])(C)C. The catalyst is CCCCCC. The product is [CH3:34][O:28][C:27](=[O:29])[C:26]1[CH:30]=[CH:31][CH:32]=[CH:33][C:25]=1[NH:24][C:3]1[C:2]([Cl:1])=[CH:7][N:6]=[C:5]([NH:8][C:9]2[CH:23]=[CH:22][C:12]3[CH2:13][CH2:14][N:15]([CH2:18][CH2:19][O:20][CH3:21])[CH2:16][CH2:17][C:11]=3[CH:10]=2)[N:4]=1. The yield is 0.210. (2) The reactants are [Br:1][C:2]1[N:7]=[CH:6][C:5]2[C:8]([C:14]#[CH:15])=[CH:9][N:10]([CH:11]([CH3:13])[CH3:12])[C:4]=2[CH:3]=1.[N:16]([CH2:19][C:20]1[CH:25]=[CH:24][CH:23]=[CH:22][CH:21]=1)=[N+:17]=[N-].C[N:27](C)C=O. The catalyst is O.[Cu]I. The product is [CH2:19]([N:16]1[N:27]=[C:14]([C:8]2[C:5]3[CH:6]=[N:7][C:2]([Br:1])=[CH:3][C:4]=3[N:10]([CH:11]([CH3:12])[CH3:13])[CH:9]=2)[CH:15]=[N:17]1)[C:20]1[CH:25]=[CH:24][CH:23]=[CH:22][CH:21]=1. The yield is 0.260. (3) The reactants are [CH:1]([Mg]Cl)([CH3:3])C.I[C:7]1[NH:8]C2C(N=CC=2)=C[N:12]=1.CC1C=CC=C(C)C=1[Mg]Br.[Na].[Cl:27][C:28]1[CH:39]=[CH:38][C:31](C(N(OC)C)=O)=[C:30]([NH:40][S:41]([C:44]2[CH:49]=[CH:48][C:47]([Cl:50])=[C:46]([C:51]([F:54])([F:53])[F:52])[CH:45]=2)(=[O:43])=[O:42])[CH:29]=1.[H-].[Na+].[NH4+:57].[Cl-].[CH2:59]1[CH2:63][O:62][CH2:61][CH2:60]1. No catalyst specified. The product is [Cl:50][C:47]1[CH:48]=[CH:49][C:44]([S:41]([NH:40][C:30]2[CH:29]=[C:28]([Cl:27])[CH:39]=[CH:38][C:31]=2[C:63]([C:59]2[C:60]3[CH:3]=[CH:1][NH:57][C:61]=3[N:8]=[CH:7][N:12]=2)=[O:62])(=[O:42])=[O:43])=[CH:45][C:46]=1[C:51]([F:52])([F:53])[F:54]. The yield is 0.670. (4) The reactants are [NH2:1][C:2]1[CH:10]=[CH:9][CH:8]=[CH:7][C:3]=1[CH2:4][CH2:5][OH:6].[C:11]1(=O)[O:16][C:14](=[O:15])[C:13]2=[CH:17][CH:18]=[CH:19][CH:20]=[C:12]12.C(O)(=O)C. The catalyst is O. The product is [OH:6][CH2:5][CH2:4][C:3]1[CH:7]=[CH:8][CH:9]=[CH:10][C:2]=1[N:1]1[C:14](=[O:15])[C:13]2[C:12](=[CH:20][CH:19]=[CH:18][CH:17]=2)[C:11]1=[O:16]. The yield is 0.400.